Dataset: Reaction yield outcomes from USPTO patents with 853,638 reactions. Task: Predict the reaction yield, written as a fraction of the theoretical maximum amount of product (1.0 means a 100% yield; for example, 0.34 means a 34% yield). (1) The reactants are [O:1]=[C:2]1[NH:7][C:6]2[CH:8]=[C:9]([CH2:12][N:13]3[CH2:18][CH2:17][N:16]([C:19]4[CH:27]=[CH:26][C:22]([C:23](O)=[O:24])=[CH:21][N:20]=4)[CH2:15][CH2:14]3)[CH:10]=[N:11][C:5]=2[N:4]2[CH2:28][CH2:29][CH2:30][CH2:31][C@@H:3]12.C([N:34]([CH:38]([CH3:40])[CH3:39])C(C)C)C.C1(N)CC1. The catalyst is CN(C=O)C. The product is [CH:38]1([NH:34][C:23](=[O:24])[C:22]2[CH:26]=[CH:27][C:19]([N:16]3[CH2:15][CH2:14][N:13]([CH2:12][C:9]4[CH:10]=[N:11][C:5]5[N:4]6[CH2:28][CH2:29][CH2:30][CH2:31][C@H:3]6[C:2](=[O:1])[NH:7][C:6]=5[CH:8]=4)[CH2:18][CH2:17]3)=[N:20][CH:21]=2)[CH2:40][CH2:39]1. The yield is 0.500. (2) The reactants are [Cl:1][C:2]1[CH:3]=[C:4]([NH:8][C:9]2[N:14]=[CH:13][N:12]=[C:11]([C:15]3[CH:20]=[CH:19][N:18]=[C:17]([C:21]([OH:23])=O)[CH:16]=3)[N:10]=2)[CH:5]=[CH:6][CH:7]=1.C(N(CC)CC)C.Cl.NO.F[P-](F)(F)(F)(F)F.[N:41]1([O:50]C(N(C)C)=[N+](C)C)C2N=CC=CC=2N=N1. The catalyst is CN(C)C=O.O. The product is [Cl:1][C:2]1[CH:3]=[C:4]([NH:8][C:9]2[N:14]=[CH:13][N:12]=[C:11]([C:15]3[CH:20]=[CH:19][N:18]=[C:17]([C:21]([NH:41][OH:50])=[O:23])[CH:16]=3)[N:10]=2)[CH:5]=[CH:6][CH:7]=1. The yield is 0.290.